This data is from Retrosynthesis with 50K atom-mapped reactions and 10 reaction types from USPTO. The task is: Predict the reactants needed to synthesize the given product. (1) Given the product CC(C)(C)OC(=O)N1CCC(n2cc(-c3cc4cc[nH]c4nn3)cn2)CC1, predict the reactants needed to synthesize it. The reactants are: CC(C)(C)OC(=O)N1CCC(n2cc(B3OC(C)(C)C(C)(C)O3)cn2)CC1.Clc1cc2cc[nH]c2nn1. (2) The reactants are: CCOc1cccc(OC)c1CO.O=C1CCNCC1C(c1ccccc1)c1ccccc1. Given the product CCOc1cccc(OC)c1CN1CCC(=O)C(C(c2ccccc2)c2ccccc2)C1, predict the reactants needed to synthesize it. (3) Given the product O=C(O)c1ccc2nsnc2c1, predict the reactants needed to synthesize it. The reactants are: COC(=O)c1ccc2nsnc2c1. (4) Given the product Oc1ccccc1-c1nc(Cl)c2cc(Br)ccc2n1, predict the reactants needed to synthesize it. The reactants are: COc1ccccc1-c1nc(Cl)c2cc(Br)ccc2n1. (5) The reactants are: O=[N+]([O-])c1cccc(-c2nc3n(n2)Cc2ccccc2-3)c1. Given the product Nc1cccc(-c2nc3n(n2)Cc2ccccc2-3)c1, predict the reactants needed to synthesize it. (6) Given the product COc1ccccc1-c1ccc2c(c1)CC[C@H]1N(C)C(=O)CC[C@]21C, predict the reactants needed to synthesize it. The reactants are: CN1C(=O)CC[C@]2(C)c3ccc(Br)cc3CC[C@@H]12.COc1ccccc1B(O)O. (7) Given the product CCCOc1ccc2ccccc2c1CNc1c(N)nn(CC)c(=O)c1Br, predict the reactants needed to synthesize it. The reactants are: CCCOc1ccc2ccccc2c1CNc1c([N+](=O)[O-])nn(CC)c(=O)c1Br.